This data is from Full USPTO retrosynthesis dataset with 1.9M reactions from patents (1976-2016). The task is: Predict the reactants needed to synthesize the given product. Given the product [F:20][C:11]1[CH:12]=[C:13]([C:16]([OH:19])([CH3:17])[CH3:18])[CH:14]=[CH:15][C:10]=1[C:4]1[S:3][C:2]([NH:1][C:22]2[CH:27]=[CH:26][CH:25]=[C:24]([S:28]([CH3:31])(=[O:30])=[O:29])[N:23]=2)=[C:6]([C:7]([NH2:9])=[O:8])[CH:5]=1, predict the reactants needed to synthesize it. The reactants are: [NH2:1][C:2]1[S:3][C:4]([C:10]2[CH:15]=[CH:14][C:13]([C:16]([OH:19])([CH3:18])[CH3:17])=[CH:12][C:11]=2[F:20])=[CH:5][C:6]=1[C:7]([NH2:9])=[O:8].Br[C:22]1[CH:27]=[CH:26][CH:25]=[C:24]([S:28]([CH3:31])(=[O:30])=[O:29])[N:23]=1.